This data is from Full USPTO retrosynthesis dataset with 1.9M reactions from patents (1976-2016). The task is: Predict the reactants needed to synthesize the given product. (1) Given the product [CH3:5][C:6]1[O:7][C:8]([CH:11]([NH2:2])[CH2:12][CH3:13])=[CH:9][CH:10]=1, predict the reactants needed to synthesize it. The reactants are: C([BH3-])#[N:2].[Na+].[CH3:5][C:6]1[O:7][C:8]([C:11](=O)[CH2:12][CH3:13])=[CH:9][CH:10]=1.C([O-])(=O)C.[NH4+]. (2) Given the product [CH3:17][O:16][C:13]1[CH:14]=[CH:15][C:10]2[N:11]([CH:18]=[C:8]([C:5]3[CH:4]=[CH:3][C:2]([NH:20][CH3:19])=[N:7][CH:6]=3)[N:9]=2)[CH:12]=1, predict the reactants needed to synthesize it. The reactants are: F[C:2]1[N:7]=[CH:6][C:5]([C:8]2[N:9]=[C:10]3[CH:15]=[CH:14][C:13]([O:16][CH3:17])=[CH:12][N:11]3[CH:18]=2)=[CH:4][CH:3]=1.[CH3:19][NH2:20].